Dataset: Reaction yield outcomes from USPTO patents with 853,638 reactions. Task: Predict the reaction yield, written as a fraction of the theoretical maximum amount of product (1.0 means a 100% yield; for example, 0.34 means a 34% yield). (1) The reactants are OO.[CH2:3]([N:5]([CH2:23][CH3:24])[CH2:6][CH2:7][NH:8][C:9]1[N:10]=[N+:11]([O-:22])[C:12]2[C:21]3[CH2:20][CH2:19][CH2:18][C:17]=3[CH:16]=[CH:15][C:13]=2[N:14]=1)[CH3:4].C(O)(C(F)(F)F)=[O:26]. The catalyst is C(Cl)Cl.N. The product is [CH2:23]([N:5]([CH2:3][CH3:4])[CH2:6][CH2:7][NH:8][C:9]1[N:10]=[N+:11]([O-:22])[C:12]2[C:21]3[CH2:20][CH2:19][CH2:18][C:17]=3[CH:16]=[CH:15][C:13]=2[N+:14]=1[O-:26])[CH3:24]. The yield is 0.310. (2) The reactants are C(N(CC)CC)C.[C:8]1([CH:14]([C:21]2[CH:26]=[CH:25][CH:24]=[CH:23][CH:22]=2)[N:15]2[CH2:18][C@@H:17]([OH:19])[C@@H:16]2[CH3:20])[CH:13]=[CH:12][CH:11]=[CH:10][CH:9]=1.[S:27](Cl)([CH3:30])(=[O:29])=[O:28]. The catalyst is ClCCl. The product is [C:21]1([CH:14]([C:8]2[CH:9]=[CH:10][CH:11]=[CH:12][CH:13]=2)[N:15]2[CH2:18][C@@H:17]([O:19][S:27]([CH3:30])(=[O:29])=[O:28])[C@@H:16]2[CH3:20])[CH:22]=[CH:23][CH:24]=[CH:25][CH:26]=1. The yield is 0.960. (3) The catalyst is CC(C)=O. The yield is 0.890. The product is [F:1][C:2]1[CH:3]=[CH:4][C:5]([N:8]2[C:16]3[C:11](=[CH:12][C:13]([C:17]([OH:21])=[O:18])=[CH:14][CH:15]=3)[CH:10]=[N:9]2)=[CH:6][CH:7]=1. The reactants are [F:1][C:2]1[CH:7]=[CH:6][C:5]([N:8]2[C:16]3[C:11](=[CH:12][C:13]([CH2:17][OH:18])=[CH:14][CH:15]=3)[CH:10]=[N:9]2)=[CH:4][CH:3]=1.CC(C)=[O:21].OS(O)(=O)=O.O=[Cr](=O)=O.